This data is from Full USPTO retrosynthesis dataset with 1.9M reactions from patents (1976-2016). The task is: Predict the reactants needed to synthesize the given product. (1) Given the product [C:32]([O:36][C:37](=[O:50])[NH:38][C:39]1[C:48]2[C:43](=[CH:44][CH:45]=[CH:46][CH:47]=2)[C:42]([O:49][CH:54]2[CH2:55][CH2:56][O:51][CH2:52][CH2:53]2)=[CH:41][CH:40]=1)([CH3:35])([CH3:33])[CH3:34], predict the reactants needed to synthesize it. The reactants are: C1(P(C2C=CC=CC=2)C2C=CC=CC=2)C=CC=CC=1.CCOC(/N=N/C(OCC)=O)=O.[C:32]([O:36][C:37](=[O:50])[NH:38][C:39]1[C:48]2[C:43](=[CH:44][CH:45]=[CH:46][CH:47]=2)[C:42]([OH:49])=[CH:41][CH:40]=1)([CH3:35])([CH3:34])[CH3:33].[O:51]1[CH2:56][CH2:55][CH:54](O)[CH2:53][CH2:52]1. (2) Given the product [CH3:37][S:38]([OH:41])(=[O:40])=[O:39].[C:1](/[C:3](/[C:27]1[CH:32]=[CH:31][C:30]([O:33][CH3:34])=[C:29]([O:35][CH3:36])[CH:28]=1)=[CH:4]\[C:5]1[S:9][C:8]([N:10]2[CH2:11][CH2:12][CH:13]([O:16][C:17](=[O:26])[CH2:18][N:19]3[CH2:24][CH2:23][CH2:22][CH2:21][CH:20]3[CH3:25])[CH2:14][CH2:15]2)=[CH:7][CH:6]=1)#[N:2], predict the reactants needed to synthesize it. The reactants are: [C:1](/[C:3](/[C:27]1[CH:32]=[CH:31][C:30]([O:33][CH3:34])=[C:29]([O:35][CH3:36])[CH:28]=1)=[CH:4]\[C:5]1[S:9][C:8]([N:10]2[CH2:15][CH2:14][CH:13]([O:16][C:17](=[O:26])[CH2:18][N:19]3[CH2:24][CH2:23][CH2:22][CH2:21][CH:20]3[CH3:25])[CH2:12][CH2:11]2)=[CH:7][CH:6]=1)#[N:2].[CH3:37][S:38]([OH:41])(=[O:40])=[O:39]. (3) Given the product [CH2:1]([O:3][C:4]([C:6]1[C:7]([N:36]([CH2:34][CH3:35])[CH3:37])=[N:8][C:9]2[C:14]([C:15]=1[CH2:16][C:17]1[CH:22]=[CH:21][CH:20]=[CH:19][C:18]=1[Cl:23])=[CH:13][C:12]([Cl:24])=[CH:11][C:10]=2[F:25])=[O:5])[CH3:2], predict the reactants needed to synthesize it. The reactants are: [CH2:1]([O:3][C:4]([C:6]1[C:7](OS(C(F)(F)F)(=O)=O)=[N:8][C:9]2[C:14]([C:15]=1[CH2:16][C:17]1[CH:22]=[CH:21][CH:20]=[CH:19][C:18]=1[Cl:23])=[CH:13][C:12]([Cl:24])=[CH:11][C:10]=2[F:25])=[O:5])[CH3:2].[CH2:34]([NH:36][CH3:37])[CH3:35]. (4) The reactants are: [NH2:1][C:2]1[C:6]2[C:7]([C:24]3[CH:29]=[CH:28][C:27]([O:30][C:31]4[CH:36]=[CH:35][CH:34]=[CH:33][CH:32]=4)=[CH:26][CH:25]=3)=[N:8][CH:9]=[C:10]([CH2:11][CH:12]3[CH2:16][CH2:15][CH2:14][N:13]3C(OC(C)(C)C)=O)[C:5]=2[NH:4][N:3]=1.FC(F)(F)C(O)=O. Given the product [O:30]([C:27]1[CH:26]=[CH:25][C:24]([C:7]2[C:6]3[C:2]([NH2:1])=[N:3][NH:4][C:5]=3[C:10]([CH2:11][CH:12]3[CH2:16][CH2:15][CH2:14][NH:13]3)=[CH:9][N:8]=2)=[CH:29][CH:28]=1)[C:31]1[CH:36]=[CH:35][CH:34]=[CH:33][CH:32]=1, predict the reactants needed to synthesize it. (5) Given the product [O:32]=[C:26]1[CH:25]([N:18]2[C:17](=[O:33])[C:16]3[C:20](=[CH:21][CH:22]=[CH:23][C:15]=3[CH2:14][NH:13][C:42]([NH:44][C:45]3[CH:46]=[N:47][CH:48]=[CH:49][CH:50]=3)=[O:41])[C:19]2=[O:24])[CH2:30][CH2:29][C:28](=[O:31])[NH:27]1, predict the reactants needed to synthesize it. The reactants are: N12CCCN=C1CCCCC2.Cl.[NH2:13][CH2:14][C:15]1[CH:23]=[CH:22][CH:21]=[C:20]2[C:16]=1[C:17](=[O:33])[N:18]([CH:25]1[CH2:30][CH2:29][C:28](=[O:31])[NH:27][C:26]1=[O:32])[C:19]2=[O:24].O=C1CCC(=O)N1[O:41][C:42]([NH:44][C:45]1[CH:46]=[N:47][CH:48]=[CH:49][CH:50]=1)=O. (6) Given the product [CH3:1][CH:2]1[N:9]2[CH:10]=[N:11][C:12]3[CH:13]([CH2:17][C:18]([OH:20])=[O:19])[C:14](=[O:16])[CH:15]=[C:7]([C:8]=32)[NH:6][CH2:5][CH2:4][C:3]1=[O:25], predict the reactants needed to synthesize it. The reactants are: [CH3:1][CH:2]1[N:9]2[CH:10]=[N:11][C:12]3[CH:13]([CH2:17][C:18]([O:20]C(C)(C)C)=[O:19])[C:14](=[O:16])[CH:15]=[C:7]([C:8]=32)[NH:6][CH2:5][CH2:4][C:3]1=[O:25].C(O)(C(F)(F)F)=O.